From a dataset of Peptide-MHC class I binding affinity with 185,985 pairs from IEDB/IMGT. Regression. Given a peptide amino acid sequence and an MHC pseudo amino acid sequence, predict their binding affinity value. This is MHC class I binding data. (1) The peptide sequence is WGEVLAWKF. The MHC is Mamu-A02 with pseudo-sequence Mamu-A02. The binding affinity (normalized) is 0.171. (2) The peptide sequence is AMEGGTTKA. The MHC is HLA-B18:01 with pseudo-sequence HLA-B18:01. The binding affinity (normalized) is 0.0847.